Dataset: Full USPTO retrosynthesis dataset with 1.9M reactions from patents (1976-2016). Task: Predict the reactants needed to synthesize the given product. Given the product [CH:2]1[N:3]=[C:4]2[N:5]([C@@H:19]3[O:23][C@H:22]([CH2:24][OH:25])[C@@H:21]([OH:26])[C@@H:20]3[OH:27])[CH:6]=[N:7][C:8]2=[C:9]([NH2:10])[N:1]=1, predict the reactants needed to synthesize it. The reactants are: [N:1]1[C:9]([NH2:10])=[C:8]2[C:4]([N:5]=[CH:6][NH:7]2)=[N:3][CH:2]=1.C1C(=O)NC(=O)N([C@@H:19]2[O:23][C@H:22]([CH2:24][OH:25])[C@@H:21]([OH:26])[C@@H:20]2[OH:27])C=1.